From a dataset of Full USPTO retrosynthesis dataset with 1.9M reactions from patents (1976-2016). Predict the reactants needed to synthesize the given product. (1) Given the product [CH3:1][O:2][C:3]1[C:10]([O:11][CH2:12][O:13][CH2:14][CH2:15][Si:16]([CH3:17])([CH3:18])[CH3:19])=[CH:9][C:6]([CH2:7][OH:8])=[C:5]([Sn:20]([CH3:21])([CH3:23])[CH3:22])[CH:4]=1, predict the reactants needed to synthesize it. The reactants are: [CH3:1][O:2][C:3]1[C:10]([O:11][CH2:12][O:13][CH2:14][CH2:15][Si:16]([CH3:19])([CH3:18])[CH3:17])=[CH:9][C:6]([CH:7]=[O:8])=[C:5]([Sn:20]([CH3:23])([CH3:22])[CH3:21])[CH:4]=1.[BH4-].[Na+]. (2) Given the product [CH3:17][C:11]1[CH:12]=[CH:13][CH:14]=[C:15]([CH3:16])[C:10]=1[C:9]1[C:5]2[CH:4]=[C:3]([CH2:2][O:20][C:21]3[CH:22]=[CH:23][C:24]([C@@H:27]([C:33]#[C:34][CH3:35])[CH2:28][C:29]([O:31][CH3:32])=[O:30])=[CH:25][CH:26]=3)[CH:19]=[CH:18][C:6]=2[S:7][CH:8]=1, predict the reactants needed to synthesize it. The reactants are: Cl[CH2:2][C:3]1[CH:19]=[CH:18][C:6]2[S:7][CH:8]=[C:9]([C:10]3[C:15]([CH3:16])=[CH:14][CH:13]=[CH:12][C:11]=3[CH3:17])[C:5]=2[CH:4]=1.[OH:20][C:21]1[CH:26]=[CH:25][C:24]([C@@H:27]([C:33]#[C:34][CH3:35])[CH2:28][C:29]([O:31][CH3:32])=[O:30])=[CH:23][CH:22]=1. (3) Given the product [CH:11]1([NH:14][C:15]([C:17]2[CH:22]=[C:21]([C:2]3[CH:3]=[CH:4][C:5]([F:10])=[C:6]([CH:7]=[O:8])[CH:9]=3)[C:20]([CH3:26])=[C:19]([F:27])[CH:18]=2)=[O:16])[CH2:13][CH2:12]1, predict the reactants needed to synthesize it. The reactants are: Br[C:2]1[CH:3]=[CH:4][C:5]([F:10])=[C:6]([CH:9]=1)[CH:7]=[O:8].[CH:11]1([NH:14][C:15]([C:17]2[CH:18]=[C:19]([F:27])[C:20]([CH3:26])=[C:21](B(O)O)[CH:22]=2)=[O:16])[CH2:13][CH2:12]1.C(=O)([O-])O.[Na+]. (4) Given the product [Cl:22][C:23]1[CH:29]=[CH:28][C:26]([NH:27][C:19]([C:12]2[N:13]([CH3:18])[C:14]3[C:10]([CH:11]=2)=[C:9]([OH:8])[CH:17]=[CH:16][CH:15]=3)=[O:21])=[CH:25][CH:24]=1, predict the reactants needed to synthesize it. The reactants are: C([O:8][C:9]1[CH:17]=[CH:16][CH:15]=[C:14]2[C:10]=1[CH:11]=[C:12]([C:19]([OH:21])=O)[N:13]2[CH3:18])C1C=CC=CC=1.[Cl:22][C:23]1[CH:29]=[CH:28][C:26]([NH2:27])=[CH:25][CH:24]=1.